Dataset: Forward reaction prediction with 1.9M reactions from USPTO patents (1976-2016). Task: Predict the product of the given reaction. (1) Given the reactants Br[C:2]1[CH:7]=[CH:6][C:5]([C:8]([N:10]2[CH2:15][CH2:14][N:13]([C:16]3[C:21]([CH3:22])=[CH:20][C:19]([CH:23]4[CH2:25][CH2:24]4)=[CH:18][N:17]=3)[CH2:12][CH2:11]2)=[O:9])=[C:4]([N:26]2[CH2:30][CH2:29][CH2:28][S:27]2(=[O:32])=[O:31])[CH:3]=1.[O:33]=[C:34]1[NH:38][C@H:37]([CH2:39][O:40][C:41](=[O:48])[C:42]2[CH:47]=[CH:46][CH:45]=[CH:44][CH:43]=2)[CH2:36][O:35]1, predict the reaction product. The product is: [C:41]([O:40][CH2:39][C@@H:37]1[CH2:36][O:35][C:34](=[O:33])[N:38]1[C:2]1[CH:7]=[CH:6][C:5]([C:8]([N:10]2[CH2:15][CH2:14][N:13]([C:16]3[C:21]([CH3:22])=[CH:20][C:19]([CH:23]4[CH2:25][CH2:24]4)=[CH:18][N:17]=3)[CH2:12][CH2:11]2)=[O:9])=[C:4]([N:26]2[CH2:30][CH2:29][CH2:28][S:27]2(=[O:32])=[O:31])[CH:3]=1)(=[O:48])[C:42]1[CH:43]=[CH:44][CH:45]=[CH:46][CH:47]=1. (2) Given the reactants S([O-])([O-])(=O)=O.[Na+].[Na+].[OH-].[K+].[OH:10][CH2:11][C:12]1[CH:26]=[CH:25][C:15]([C:16](=[N:23][NH2:24])[C:17]2[CH:22]=[CH:21][CH:20]=[CH:19][CH:18]=2)=[CH:14][CH:13]=1, predict the reaction product. The product is: [N+:23](=[C:16]([C:17]1[CH:22]=[CH:21][CH:20]=[CH:19][CH:18]=1)[C:15]1[CH:14]=[CH:13][C:12]([CH2:11][OH:10])=[CH:26][CH:25]=1)=[N-:24]. (3) The product is: [CH3:15][O:16][C:17]1[CH:22]=[CH:21][C:20]([CH2:23][CH2:24][NH:25][C:12]([C:10]2[S:11][C:7]([C:4]3[CH:3]=[CH:2][N:1]=[CH:6][CH:5]=3)=[CH:8][CH:9]=2)=[O:14])=[CH:19][CH:18]=1. Given the reactants [N:1]1[CH:6]=[CH:5][C:4]([C:7]2[S:11][C:10]([C:12]([OH:14])=O)=[CH:9][CH:8]=2)=[CH:3][CH:2]=1.[CH3:15][O:16][C:17]1[CH:22]=[CH:21][C:20]([CH2:23][CH2:24][NH2:25])=[CH:19][CH:18]=1, predict the reaction product. (4) Given the reactants [OH:1][C@@H:2]1[CH2:6][CH2:5][N:4]([C:7](=O)[C@@H:8]([NH:15][C:16](=O)[O-])[C:9]2[CH:14]=[CH:13][CH:12]=[CH:11][CH:10]=2)[CH2:3]1.[H-].[H-].[H-].[H-].[Li+].[Al+3].C(=O)([O-])[O-].[Na+].[Na+], predict the reaction product. The product is: [CH3:16][NH:15][C@@H:8]([C:9]1[CH:14]=[CH:13][CH:12]=[CH:11][CH:10]=1)[CH2:7][N:4]1[CH2:5][CH2:6][C@@H:2]([OH:1])[CH2:3]1.